Dataset: Full USPTO retrosynthesis dataset with 1.9M reactions from patents (1976-2016). Task: Predict the reactants needed to synthesize the given product. (1) Given the product [CH:1]1([CH:7]([C:9]2[CH:10]=[CH:11][CH:12]=[CH:13][CH:14]=2)[O:8][CH:29]2[CH2:30][CH2:31][N:26]([C:21]([O:23][CH2:24][CH3:25])=[O:22])[CH2:27][CH2:28]2)[CH2:6][CH2:5][CH2:4][CH2:3][CH2:2]1, predict the reactants needed to synthesize it. The reactants are: [C:1]1([C:7]([CH:9]2[CH2:14][CH2:13][CH2:12][CH2:11][CH2:10]2)=[O:8])[CH:6]=[CH:5][CH:4]=[CH:3][CH:2]=1.[BH4-].[Na+].S(Cl)(Cl)=O.[C:21]([N:26]1[CH2:31][CH2:30][CH:29](O)[CH2:28][CH2:27]1)([O:23][CH2:24][CH3:25])=[O:22]. (2) Given the product [F:24][C:22]([F:23])([F:25])[C:19]1[CH:20]=[CH:21][C:14]2[O:13][C:12]([S:9]([C:6]3[CH:7]=[CH:8][C:3](=[O:2])[NH:4][N:5]=3)(=[O:10])=[O:11])=[C:16]([CH3:17])[C:15]=2[CH:18]=1, predict the reactants needed to synthesize it. The reactants are: C[O:2][C:3]1[N:4]=[N:5][C:6]([S:9]([C:12]2[O:13][C:14]3[CH:21]=[CH:20][C:19]([C:22]([F:25])([F:24])[F:23])=[CH:18][C:15]=3[C:16]=2[CH3:17])(=[O:11])=[O:10])=[CH:7][CH:8]=1.Cl. (3) Given the product [O:18]=[C:12]1[NH:13][C:14](=[O:17])[CH:15]=[CH:16][N:11]1[C@@H:4]1[O:5][C@H:6]([CH2:9][O:10][P:36]([NH:47][C@@H:48]([CH3:58])[C:49]([O:51][CH:52]2[CH2:57][CH2:56][CH2:55][CH2:54][CH2:53]2)=[O:50])([O:37][C:38]2[CH:43]=[CH:42][CH:41]=[CH:40][CH:39]=2)=[O:44])[C@@H:7]([OH:8])[C@@:3]1([C:1]#[CH:2])[OH:19], predict the reactants needed to synthesize it. The reactants are: [C:1]([C@@:3]1([OH:19])[C@H:7]([OH:8])[C@@H:6]([CH2:9][OH:10])[O:5][C@H:4]1[N:11]1[CH:16]=[CH:15][C:14](=[O:17])[NH:13][C:12]1=[O:18])#[CH:2].CN(C1C2C(N(C)C)=CC=CC=2C=CC=1)C.[P:36](Cl)(Cl)(=[O:44])[O:37][C:38]1[CH:43]=[CH:42][CH:41]=[CH:40][CH:39]=1.[NH2:47][C@@H:48]([CH3:58])[C:49]([O:51][CH:52]1[CH2:57][CH2:56][CH2:55][CH2:54][CH2:53]1)=[O:50].C(N(CC)CC)C. (4) Given the product [N:1]1[CH:6]=[CH:5][CH:4]=[C:3]([C:7]2[CH:8]=[C:9]([CH:13]=[CH:14][CH:15]=2)[CH2:10][OH:11])[CH:2]=1, predict the reactants needed to synthesize it. The reactants are: [N:1]1[CH:6]=[CH:5][CH:4]=[C:3]([C:7]2[CH:8]=[C:9]([CH:13]=[CH:14][CH:15]=2)[C:10](O)=[O:11])[CH:2]=1.C(O)(=O)C1C=CC=CC=1. (5) Given the product [CH:31]1([C:2]2[CH:3]=[C:4]3[C:9](=[C:10]([OH:12])[CH:11]=2)[N:8]=[CH:7][NH:6][C:5]3=[O:29])[CH2:35][CH2:34][CH2:33][CH2:32]1, predict the reactants needed to synthesize it. The reactants are: Br[C:2]1[CH:3]=[C:4]2[C:9](=[C:10]([O:12]COCC[Si](C)(C)C)[CH:11]=1)[N:8]=[CH:7][N:6](COCC[Si](C)(C)C)[C:5]2=[O:29].[Br-].[CH:31]1([Zn+])[CH2:35][CH2:34][CH2:33][CH2:32]1.